Dataset: Cav3 T-type calcium channel HTS with 100,875 compounds. Task: Binary Classification. Given a drug SMILES string, predict its activity (active/inactive) in a high-throughput screening assay against a specified biological target. The molecule is O(Cc1nnn(c1c1n(nnc1COC(=O)c1ccccc1)Cc1ccccc1)Cc1ccccc1)C(=O)c1ccccc1. The result is 0 (inactive).